Dataset: Reaction yield outcomes from USPTO patents with 853,638 reactions. Task: Predict the reaction yield, written as a fraction of the theoretical maximum amount of product (1.0 means a 100% yield; for example, 0.34 means a 34% yield). (1) The reactants are C(OC([N:8]1[CH2:12][CH2:11][CH2:10][C@H:9]1[CH2:13][O:14][C:15]1[CH:20]=[CH:19][C:18]([CH2:21][C:22]2[CH:27]=[CH:26][C:25]([Cl:28])=[CH:24][CH:23]=2)=[CH:17][CH:16]=1)=O)(C)(C)C.Cl. The catalyst is O1CCOCC1. The product is [ClH:28].[Cl:28][C:25]1[CH:26]=[CH:27][C:22]([CH2:21][C:18]2[CH:19]=[CH:20][C:15]([O:14][CH2:13][C@@H:9]3[CH2:10][CH2:11][CH2:12][NH:8]3)=[CH:16][CH:17]=2)=[CH:23][CH:24]=1. The yield is 0.990. (2) The reactants are [CH2:1]([O:3][C@H:4]([C:17]([O:19][CH2:20][CH3:21])=[O:18])[CH2:5][C:6]1[CH:16]=[CH:15][C:9]([O:10][CH2:11][C:12]([OH:14])=O)=[CH:8][CH:7]=1)[CH3:2].[CH2:22]([NH:29][CH2:30][C:31]1[N:32]([CH3:40])[C:33]2[C:38]([CH:39]=1)=[CH:37][CH:36]=[CH:35][CH:34]=2)[CH2:23][CH2:24][CH2:25][CH2:26][CH2:27][CH3:28].Cl.C(N=C=NCCCN(C)C)C. The catalyst is C(Cl)Cl.CN(C1C=CN=CC=1)C. The product is [CH2:1]([O:3][C@@H:4]([CH2:5][C:6]1[CH:7]=[CH:8][C:9]([O:10][CH2:11][C:12]([N:29]([CH2:22][CH2:23][CH2:24][CH2:25][CH2:26][CH2:27][CH3:28])[CH2:30][C:31]2[N:32]([CH3:40])[C:33]3[C:38]([CH:39]=2)=[CH:37][CH:36]=[CH:35][CH:34]=3)=[O:14])=[CH:15][CH:16]=1)[C:17]([O:19][CH2:20][CH3:21])=[O:18])[CH3:2]. The yield is 0.430.